From a dataset of Forward reaction prediction with 1.9M reactions from USPTO patents (1976-2016). Predict the product of the given reaction. (1) Given the reactants [CH:1]1[C:9]2[C:8]3[CH:10]=[CH:11][CH:12]=[CH:13][C:7]=3[O:6][C:5]=2[CH:4]=[CH:3][C:2]=1[CH:14]=O.[CH3:16][C:17]([S:20]([NH2:22])=[O:21])([CH3:19])[CH3:18].CCOC(C)=O, predict the reaction product. The product is: [CH:1]1[C:9]2[C:8]3[CH:10]=[CH:11][CH:12]=[CH:13][C:7]=3[O:6][C:5]=2[CH:4]=[CH:3][C:2]=1[CH:14]=[N:22][S:20]([C:17]([CH3:19])([CH3:18])[CH3:16])=[O:21]. (2) The product is: [Cl:1][C:2]1[CH:7]=[CH:6][C:5]([C:8]2[NH:9][C:10]3[N:11]([N:15]=[C:16]([OH:20])[C:17]=3[C:18]#[N:19])[C:12](=[O:14])[CH:13]=2)=[CH:4][CH:3]=1. Given the reactants [Cl:1][C:2]1[CH:7]=[CH:6][C:5]([C:8]2[NH:9][C:10]3[N:11]([N:15]=[C:16]([O:20]C)[C:17]=3[C:18]#[N:19])[C:12](=[O:14])[CH:13]=2)=[CH:4][CH:3]=1.Br.CC(O)=O, predict the reaction product. (3) Given the reactants C(OC(C1NC=CC=1)=O)C.FC1C=CC(CBr)=CC=1.[F:20][C:21]1[CH:35]=[CH:34][C:24]([CH2:25][N:26]2[CH:30]=[CH:29][CH:28]=[C:27]2[C:31]([OH:33])=[O:32])=[CH:23][CH:22]=1.[NH2:36][C:37]1[S:38][CH:39]=[CH:40][N:41]=1, predict the reaction product. The product is: [F:20][C:21]1[CH:22]=[CH:23][C:24]([CH2:25][N:26]2[CH:30]=[CH:29][CH:28]=[C:27]2[C:31]([OH:33])=[O:32])=[CH:34][CH:35]=1.[S:38]1[CH:39]=[CH:40][N:41]=[C:37]1[NH:36][C:31]([C:27]1[N:26]([CH2:25][C:24]2[CH:23]=[CH:22][C:21]([F:20])=[CH:35][CH:34]=2)[CH:30]=[CH:29][CH:28]=1)=[O:33].